From a dataset of Experimentally validated miRNA-target interactions with 360,000+ pairs, plus equal number of negative samples. Binary Classification. Given a miRNA mature sequence and a target amino acid sequence, predict their likelihood of interaction. The miRNA is cel-miR-50-5p with sequence UGAUAUGUCUGGUAUUCUUGGGUU. The protein sequence of the target gene is MAEAPQVVETDPDFEPLPRQRSCTWPLPRPEFNQSNSTTSSPAPSGGAAANPDAAASLASASAVSTDFMSNLSLLEESEDFARAPGCVAVAAAAAASRGLCGDFQGPEAGCVHPAPPQPPPTGPLSQPPPVPPSAAAAAGPLAGQPRKTSSSRRNAWGNLSYADLITKAIESSAEKRLTLSQIYEWMVKSVPYFKDKGDSNSSAGWKNSIRHNLSLHSKFIRVQNEGTGKSSWWMLNPEGGKSGKSPRRRAASMDNNSKFAKSRGRAAKKKASLQSGQEGPGDSPGSQFSKWPASPGSHS.... Result: 0 (no interaction).